This data is from Full USPTO retrosynthesis dataset with 1.9M reactions from patents (1976-2016). The task is: Predict the reactants needed to synthesize the given product. (1) Given the product [F:40][C:37]([F:38])([F:39])[C:35]1[CH:36]=[C:31]([CH:32]=[C:33]([C:41]([F:42])([F:43])[F:44])[CH:34]=1)[CH2:30][N:28]([CH3:29])[C:27]([C:17]1[C:18]([C:20]2[CH:25]=[CH:24][CH:23]=[CH:22][C:21]=2[CH3:26])=[CH:19][C:14]([C:11]2[CH2:12][CH2:13][NH:8][CH2:9][CH:10]=2)=[N:15][CH:16]=1)=[O:45], predict the reactants needed to synthesize it. The reactants are: C(OC([N:8]1[CH2:13][CH:12]=[C:11]([C:14]2[CH:19]=[C:18]([C:20]3[CH:25]=[CH:24][CH:23]=[CH:22][C:21]=3[CH3:26])[C:17]([C:27](=[O:45])[N:28]([CH2:30][C:31]3[CH:36]=[C:35]([C:37]([F:40])([F:39])[F:38])[CH:34]=[C:33]([C:41]([F:44])([F:43])[F:42])[CH:32]=3)[CH3:29])=[CH:16][N:15]=2)[CH2:10][CH2:9]1)=O)(C)(C)C.FC(F)(F)C(O)=O. (2) Given the product [CH3:1][O:2][C:3]1[CH:8]=[C:7]2[C:6]([CH2:9][CH2:10][N:11]=[C:12]2[CH3:13])=[CH:5][CH:4]=1, predict the reactants needed to synthesize it. The reactants are: [CH3:1][O:2][C:3]1[CH:8]=[CH:7][C:6]([CH2:9][CH2:10][NH:11][C:12](=O)[CH3:13])=[CH:5][CH:4]=1.O=P12OP3(OP(OP(O3)(O1)=O)(=O)O2)=O. (3) Given the product [ClH:39].[NH2:8][CH2:9][C:10]([O:12][CH2:13][CH2:14][O:15][C:16]1[CH:17]=[N:18][C:19]([N:22]2[CH:26]=[CH:25][C:24]([C@H:27]([C:29]3[CH:38]=[CH:37][C:32]4[NH:33][C:34](=[O:36])[S:35][C:31]=4[CH:30]=3)[CH3:28])=[N:23]2)=[CH:20][CH:21]=1)=[O:11], predict the reactants needed to synthesize it. The reactants are: C(OC([NH:8][CH2:9][C:10]([O:12][CH2:13][CH2:14][O:15][C:16]1[CH:17]=[N:18][C:19]([N:22]2[CH:26]=[CH:25][C:24]([C@H:27]([C:29]3[CH:38]=[CH:37][C:32]4[NH:33][C:34](=[O:36])[S:35][C:31]=4[CH:30]=3)[CH3:28])=[N:23]2)=[CH:20][CH:21]=1)=[O:11])=O)(C)(C)C.[ClH:39]. (4) The reactants are: [Mg:1].[O-2].[Mg+2].[OH-].[Mg+2].[OH-].[C:7]([O-:19])(=[O:18])[CH2:8][C:9]([CH2:14][C:15]([O-:17])=[O:16])([C:11]([O-:13])=[O:12])[OH:10].[Mg+2].[C:7]([O-:19])(=[O:18])[CH2:8][C:9]([CH2:14][C:15]([O-:17])=[O:16])([C:11]([O-:13])=[O:12])[OH:10].[Mg+2].[Mg+2].C(=O)([O-])[O-].[Mg+2]. Given the product [Mg:1].[C:7]([O-:19])(=[O:18])[CH2:8][C:9]([CH2:14][C:15]([O-:17])=[O:16])([C:11]([O-:13])=[O:12])[OH:10], predict the reactants needed to synthesize it. (5) Given the product [C:1]([NH:4][CH2:5][CH2:6][CH2:7][S:8]([O:11][CH2:12][C:13]([CH3:28])([CH3:29])[C@@H:14]([OH:20])[C:15]([O:17][CH2:18][CH3:19])=[O:16])(=[O:9])=[O:10])(=[O:3])[CH3:2], predict the reactants needed to synthesize it. The reactants are: [C:1]([NH:4][CH2:5][CH2:6][CH2:7][S:8]([O:11][CH2:12][C:13]([CH3:29])([CH3:28])[C@@H:14]([O:20]CC1C=CC=CC=1)[C:15]([O:17][CH2:18][CH3:19])=[O:16])(=[O:10])=[O:9])(=[O:3])[CH3:2]. (6) Given the product [C:25](=[O:37])([O:26][CH2:27][CH2:28][N:29]([C:31]([N:9]1[C:7]2=[N:8][C:3]([O:2][CH3:1])=[CH:4][CH:5]=[C:6]2[N:11]=[C:10]1[S:12]([CH2:14][C:15]1[C:20]([CH3:21])=[C:19]([O:22][CH3:23])[C:18]([CH3:24])=[CH:17][N:16]=1)=[O:13])=[O:32])[CH3:30])[O:34][CH2:35][CH3:36], predict the reactants needed to synthesize it. The reactants are: [CH3:1][O:2][C:3]1[N:8]=[C:7]2[N:9]=[C:10]([S:12]([CH2:14][C:15]3[C:20]([CH3:21])=[C:19]([O:22][CH3:23])[C:18]([CH3:24])=[CH:17][N:16]=3)=[O:13])[NH:11][C:6]2=[CH:5][CH:4]=1.[C:25](=[O:37])([O:34][CH2:35][CH3:36])[O:26][CH2:27][CH2:28][N:29]([C:31](Cl)=[O:32])[CH3:30].C(N(CC)CC)C.